This data is from Forward reaction prediction with 1.9M reactions from USPTO patents (1976-2016). The task is: Predict the product of the given reaction. Given the reactants C([O:7][CH2:8][N:9]1[C:17]2[C:12](=[CH:13][CH:14]=[CH:15][CH:16]=2)[CH:11]=[CH:10]1)(=O)C(C)(C)C.C[O-].[Na+], predict the reaction product. The product is: [OH:7][CH2:8][N:9]1[C:17]2[C:12](=[CH:13][CH:14]=[CH:15][CH:16]=2)[CH:11]=[CH:10]1.